This data is from Reaction yield outcomes from USPTO patents with 853,638 reactions. The task is: Predict the reaction yield, written as a fraction of the theoretical maximum amount of product (1.0 means a 100% yield; for example, 0.34 means a 34% yield). (1) The yield is 0.0500. The product is [Cl:2][C:3]1[N:4]=[C:5]([C:10]([NH:12][C@H:13]2[CH2:18][CH2:17][N:16]([C:23]3[CH:28]=[CH:27][NH:26][C:25](=[O:29])[CH:24]=3)[CH2:15][C@H:14]2[O:19][CH2:20][CH3:21])=[O:11])[NH:6][C:7]=1[CH2:8][CH3:9]. The reactants are Cl.[Cl:2][C:3]1[N:4]=[C:5]([C:10]([NH:12][C@H:13]2[CH2:18][CH2:17][NH:16][CH2:15][C@H:14]2[O:19][CH2:20][CH3:21])=[O:11])[NH:6][C:7]=1[CH2:8][CH3:9].Cl[C:23]1[CH:28]=[CH:27][N:26]=[C:25]([OH:29])[CH:24]=1.C(=O)([O-])[O-].[Na+].[Na+]. The catalyst is CS(C)=O. (2) The reactants are [CH2:1]([C@H:3]1[CH2:7][O:6][C:5](=[O:8])[N:4]1[C:9]1[CH:14]=[CH:13][N:12]2[N:15]=[CH:16][C:17]([C:18]3[CH:23]=[CH:22][C:21]([C:24]4[N:28]=[CH:27][N:26](COCC[Si](C)(C)C)[N:25]=4)=[CH:20][CH:19]=3)=[C:11]2[N:10]=1)[CH3:2].FC(F)(F)C(O)=O. The catalyst is C(Cl)Cl. The product is [NH:26]1[CH:27]=[N:28][C:24]([C:21]2[CH:20]=[CH:19][C:18]([C:17]3[CH:16]=[N:15][N:12]4[CH:13]=[CH:14][C:9]([N:4]5[C@@H:3]([CH2:1][CH3:2])[CH2:7][O:6][C:5]5=[O:8])=[N:10][C:11]=34)=[CH:23][CH:22]=2)=[N:25]1. The yield is 0.450. (3) The reactants are Cl[C:2]1[C:3]([O:16][CH2:17][C:18]23[CH2:27][CH:22]4[CH2:23][CH:24]([CH2:26][CH:20]([C:21]4([F:29])[F:28])[CH2:19]2)[CH2:25]3)=[CH:4][C:5]([F:15])=[C:6]([CH:14]=1)[C:7]([O:9][C:10]([CH3:13])([CH3:12])[CH3:11])=[O:8].[CH:30]1(B(O)O)[CH2:32][CH2:31]1.P([O-])([O-])([O-])=O.[K+].[K+].[K+].F[B-](F)(F)F.C1(P(C2CCCCC2)C2CCCCC2)CCCCC1. The catalyst is C1(C)C=CC=CC=1.O.C([O-])(=O)C.[Pd+2].C([O-])(=O)C. The product is [CH:30]1([C:2]2[C:3]([O:16][CH2:17][C:18]34[CH2:19][CH:20]5[CH2:26][CH:24]([CH2:23][CH:22]([C:21]5([F:28])[F:29])[CH2:27]3)[CH2:25]4)=[CH:4][C:5]([F:15])=[C:6]([CH:14]=2)[C:7]([O:9][C:10]([CH3:12])([CH3:11])[CH3:13])=[O:8])[CH2:32][CH2:31]1. The yield is 0.660. (4) The reactants are [AlH4-].[Li+].[CH:3]1[C:8]([C@H:9]([NH2:13])[C:10](O)=[O:11])=[CH:7][CH:6]=[C:5]([C:14]([F:17])([F:16])[F:15])[CH:4]=1. The catalyst is O1CCCC1. The product is [NH2:13][C@@H:9]([C:8]1[CH:3]=[CH:4][C:5]([C:14]([F:15])([F:16])[F:17])=[CH:6][CH:7]=1)[CH2:10][OH:11]. The yield is 0.590. (5) The reactants are [CH3:1][O:2][C:3]1[CH:47]=[CH:46][C:6]([CH2:7][N:8]([CH2:37][C:38]2[CH:43]=[CH:42][C:41]([O:44][CH3:45])=[CH:40][CH:39]=2)[C:9]2[N:14]=[C:13]([CH3:15])[N:12]=[C:11]([C:16]3[CH:17]=[C:18]([CH2:23][N:24]4[CH2:29][CH2:28][N:27](C(OC(C)(C)C)=O)[CH2:26][CH2:25]4)[CH:19]=[N:20][C:21]=3[F:22])[N:10]=2)=[CH:5][CH:4]=1.FC(F)(F)C(O)=O.C(=O)([O-])[O-].[Na+].[Na+].[CH3:61][S:62](Cl)(=[O:64])=[O:63]. The catalyst is ClCCCl.C(Cl)Cl.O. The product is [F:22][C:21]1[C:16]([C:11]2[N:12]=[C:13]([CH3:15])[N:14]=[C:9]([N:8]([CH2:37][C:38]3[CH:43]=[CH:42][C:41]([O:44][CH3:45])=[CH:40][CH:39]=3)[CH2:7][C:6]3[CH:46]=[CH:47][C:3]([O:2][CH3:1])=[CH:4][CH:5]=3)[N:10]=2)=[CH:17][C:18]([CH2:23][N:24]2[CH2:29][CH2:28][N:27]([S:62]([CH3:61])(=[O:64])=[O:63])[CH2:26][CH2:25]2)=[CH:19][N:20]=1. The yield is 0.587. (6) The reactants are [CH3:1][O:2][C:3]1[CH:8]=[CH:7][C:6]([C:9](=O)[C:10]([C:12]2[CH:17]=[CH:16][C:15]([O:18][CH3:19])=[CH:14][CH:13]=2)=O)=[CH:5][CH:4]=1.[NH2:21][C:22]1[CH:23]=[C:24]([S:29]([OH:32])(=[O:31])=[O:30])[CH:25]=[CH:26][C:27]=1[NH2:28]. The catalyst is C(O)C.O. The product is [CH3:1][O:2][C:3]1[CH:8]=[CH:7][C:6]([C:9]2[C:10]([C:12]3[CH:17]=[CH:16][C:15]([O:18][CH3:19])=[CH:14][CH:13]=3)=[N:21][C:22]3[C:27](=[CH:26][CH:25]=[C:24]([S:29]([OH:32])(=[O:30])=[O:31])[CH:23]=3)[N:28]=2)=[CH:5][CH:4]=1. The yield is 0.800. (7) The reactants are [Cl:1][C:2]1[C:3]2[CH:16]=[CH:15][NH:14][C:4]=2[N:5]=[C:6]([C:8]2[CH:9]=[N:10][CH:11]=[CH:12][CH:13]=2)[N:7]=1.[C:17]([O-])([O-])=O.[Cs+].[Cs+].IC. The catalyst is CN(C=O)C. The product is [Cl:1][C:2]1[C:3]2[CH:16]=[CH:15][N:14]([CH3:17])[C:4]=2[N:5]=[C:6]([C:8]2[CH:9]=[N:10][CH:11]=[CH:12][CH:13]=2)[N:7]=1. The yield is 0.567.